Dataset: Full USPTO retrosynthesis dataset with 1.9M reactions from patents (1976-2016). Task: Predict the reactants needed to synthesize the given product. Given the product [CH2:1]([O:8][C:9]([N:11]1[CH2:16][CH2:15][CH:14]([C:17](=[O:26])[NH:18][C:19]2[CH:24]=[C:23]([C:37]3[CH:36]=[CH:35][CH:34]=[CH:33][C:32]=3[O:31][CH2:30][CH:27]3[CH2:28][CH2:29]3)[N:22]=[CH:21][N:20]=2)[CH2:13][CH2:12]1)=[O:10])[C:2]1[CH:7]=[CH:6][CH:5]=[CH:4][CH:3]=1, predict the reactants needed to synthesize it. The reactants are: [CH2:1]([O:8][C:9]([N:11]1[CH2:16][CH2:15][CH:14]([C:17](=[O:26])[NH:18][C:19]2[CH:24]=[C:23](Cl)[N:22]=[CH:21][N:20]=2)[CH2:13][CH2:12]1)=[O:10])[C:2]1[CH:7]=[CH:6][CH:5]=[CH:4][CH:3]=1.[CH:27]1([CH2:30][O:31][C:32]2[CH:37]=[CH:36][CH:35]=[CH:34][C:33]=2B(O)O)[CH2:29][CH2:28]1.C1(P(C2C=CC=CC=2)C2C=CC=CC=2)C=CC=CC=1.